From a dataset of CYP3A4 inhibition data for predicting drug metabolism from PubChem BioAssay. Regression/Classification. Given a drug SMILES string, predict its absorption, distribution, metabolism, or excretion properties. Task type varies by dataset: regression for continuous measurements (e.g., permeability, clearance, half-life) or binary classification for categorical outcomes (e.g., BBB penetration, CYP inhibition). Dataset: cyp3a4_veith. (1) The molecule is COCC(=O)N1CCC2(CCCN(C(=O)Nc3cccc(F)c3)C2)CC1. The result is 0 (non-inhibitor). (2) The molecule is O=C(NCCCN1CCN(Cc2ccccc2)CC1)C1CCN(S(=O)(=O)N2CCCC2)CC1. The result is 0 (non-inhibitor). (3) The drug is COC(=O)[C@@]1(Cc2ccc(OC)cc2)[C@H]2[C@H](CC(=O)C(=O)N(C)C)C(=O)C[C@H]2CN1C(=O)c1ccccc1. The result is 1 (inhibitor).